The task is: Predict the product of the given reaction.. This data is from Forward reaction prediction with 1.9M reactions from USPTO patents (1976-2016). (1) Given the reactants [N:1]1[CH:2]=[N:3][N:4]2[CH:9]=[CH:8][C:7]([O:10][C:11]3[CH:19]=[CH:18][C:14](C(O)=O)=[C:13]([F:20])[C:12]=3[Cl:21])=[CH:6][C:5]=12.C([N:24](CC)CC)C.C1(P(N=[N+]=[N-])(C2C=CC=CC=2)=O)C=CC=CC=1.O, predict the reaction product. The product is: [N:1]1[CH:2]=[N:3][N:4]2[CH:9]=[CH:8][C:7]([O:10][C:11]3[CH:19]=[CH:18][C:14]([NH2:24])=[C:13]([F:20])[C:12]=3[Cl:21])=[CH:6][C:5]=12. (2) Given the reactants Br[C:2]1[N:3]=[C:4]([NH2:8])[S:5][C:6]=1[CH3:7].[C:9]1(B2OC(C)(C)C(C)(C)O2)[CH2:14][CH2:13][CH2:12][CH2:11][CH:10]=1.P([O-])([O-])([O-])=O.[K+].[K+].[K+], predict the reaction product. The product is: [C:9]1([C:2]2[N:3]=[C:4]([NH2:8])[S:5][C:6]=2[CH3:7])[CH2:14][CH2:13][CH2:12][CH2:11][CH:10]=1. (3) The product is: [NH2:1][C@@H:2]([CH2:16][CH:17]1[CH2:18][CH2:19][CH2:20][CH2:21][CH2:22]1)[C@@H:3]([O:15][Si:31]([CH3:34])([CH3:33])[CH3:32])[CH2:4][NH:5][C:6](=[O:14])[O:7][CH2:8][CH2:9][Si:10]([CH3:13])([CH3:11])[CH3:12]. Given the reactants [NH2:1][C@@H:2]([CH2:16][CH:17]1[CH2:22][CH2:21][CH2:20][CH2:19][CH2:18]1)[C@@H:3]([OH:15])[CH2:4][NH:5][C:6](=[O:14])[O:7][CH2:8][CH2:9][Si:10]([CH3:13])([CH3:12])[CH3:11].C(N(CC)CC)C.Cl[Si:31]([CH3:34])([CH3:33])[CH3:32], predict the reaction product. (4) Given the reactants Br[C:2]1[CH:3]=[C:4]2[C:8](=[CH:9][CH:10]=1)[C:7](=[O:11])[C:6]([O:14][CH3:15])([O:12][CH3:13])[C:5]2=[O:16].[B:17]1([B:17]2[O:21][C:20]([CH3:23])([CH3:22])[C:19]([CH3:25])([CH3:24])[O:18]2)[O:21][C:20]([CH3:23])([CH3:22])[C:19]([CH3:25])([CH3:24])[O:18]1.C(Cl)Cl, predict the reaction product. The product is: [CH3:13][O:12][C:6]1([O:14][CH3:15])[C:5](=[O:16])[C:4]2[C:8](=[CH:9][CH:10]=[C:2]([B:17]3[O:21][C:20]([CH3:23])([CH3:22])[C:19]([CH3:25])([CH3:24])[O:18]3)[CH:3]=2)[C:7]1=[O:11]. (5) Given the reactants [CH2:1]([O:3][C:4](=[O:35])[CH2:5][CH2:6][N:7]([CH2:15][C:16]([N:18]1[C:26]2[C:21](=[CH:22][C:23]([O:27]CC3C=CC=CC=3)=[CH:24][CH:25]=2)[CH2:20][CH2:19]1)=[O:17])[C:8]([O:10][C:11]([CH3:14])([CH3:13])[CH3:12])=[O:9])[CH3:2], predict the reaction product. The product is: [CH2:1]([O:3][C:4](=[O:35])[CH2:5][CH2:6][N:7]([C:8]([O:10][C:11]([CH3:14])([CH3:13])[CH3:12])=[O:9])[CH2:15][C:16]([N:18]1[C:26]2[C:21](=[CH:22][C:23]([OH:27])=[CH:24][CH:25]=2)[CH2:20][CH2:19]1)=[O:17])[CH3:2]. (6) Given the reactants COC1C=CC(C[N:8](CC2C=CC(OC)=CC=2)[C:9]2[N:14]=[C:13]([C:15]3[C:16]([NH:34][C:35]4[CH:36]=[N:37][C:38]([O:41][CH3:42])=[CH:39][CH:40]=4)=[N:17][CH:18]=[C:19]([C:21]([N:24]4[CH2:29][CH2:28][N:27]([S:30]([CH3:33])(=[O:32])=[O:31])[CH2:26][CH2:25]4)([CH3:23])[CH3:22])[CH:20]=3)[N:12]=[C:11]([CH3:43])[N:10]=2)=CC=1.OS(C(F)(F)F)(=O)=O.[OH-].[Na+], predict the reaction product. The product is: [CH3:42][O:41][C:38]1[N:37]=[CH:36][C:35]([NH:34][C:16]2[C:15]([C:13]3[N:12]=[C:11]([CH3:43])[N:10]=[C:9]([NH2:8])[N:14]=3)=[CH:20][C:19]([C:21]([N:24]3[CH2:25][CH2:26][N:27]([S:30]([CH3:33])(=[O:31])=[O:32])[CH2:28][CH2:29]3)([CH3:23])[CH3:22])=[CH:18][N:17]=2)=[CH:40][CH:39]=1.